From a dataset of Forward reaction prediction with 1.9M reactions from USPTO patents (1976-2016). Predict the product of the given reaction. (1) The product is: [CH:1]12[N:8]([C:9]3[CH:14]=[C:13]([CH2:15][N:16]([CH3:17])[CH3:18])[N:12]=[C:11]([C:19]4[CH:24]=[CH:23][C:22]([NH:25][C:26]([NH:28][C:29]5[CH:39]=[CH:38][C:37]([O:36][CH2:35][CH2:34][N:33]([CH3:62])[CH3:32])=[CH:31][CH:30]=5)=[O:27])=[CH:21][CH:20]=4)[N:10]=3)[CH:5]([CH2:6][CH2:7]1)[CH2:4][O:3][CH2:2]2. Given the reactants [CH:1]12[N:8]([C:9]3[CH:14]=[C:13]([CH2:15][N:16]([CH3:18])[CH3:17])[N:12]=[C:11]([C:19]4[CH:24]=[CH:23][C:22]([NH:25][C:26]([NH:28][CH:29]5[CH2:31][CH2:30]5)=[O:27])=[CH:21][CH:20]=4)[N:10]=3)[CH:5]([CH2:6][CH2:7]1)[CH2:4][O:3][CH2:2]2.[CH3:32][N:33]([CH3:62])[CH2:34][CH2:35][O:36][C:37]1C=CC(NC(NC2C=CC(B3OC(C)(C)C(C)(C)O3)=CC=2)=O)=[CH:39][CH:38]=1, predict the reaction product. (2) The product is: [CH3:18][O:19][C:20](=[O:33])[CH2:21][N:22]1[C:30]2[C:25](=[CH:26][C:27]([F:31])=[CH:28][CH:29]=2)[C:24]([CH2:16][C:12]2[C:11]([S:8]([C:5]3[CH:4]=[CH:3][C:2]([Cl:1])=[CH:7][CH:6]=3)(=[O:9])=[O:10])=[CH:15][S:14][CH:13]=2)=[C:23]1[CH3:32]. Given the reactants [Cl:1][C:2]1[CH:7]=[CH:6][C:5]([S:8]([C:11]2[C:12]([CH:16]=O)=[CH:13][S:14][CH:15]=2)(=[O:10])=[O:9])=[CH:4][CH:3]=1.[CH3:18][O:19][C:20](=[O:33])[CH2:21][N:22]1[C:30]2[C:25](=[CH:26][C:27]([F:31])=[CH:28][CH:29]=2)[CH:24]=[C:23]1[CH3:32], predict the reaction product. (3) Given the reactants [CH2:1]([O:8][C:9]1[CH:10]=[CH:11][C:12]([C@@H:20]([O:39][Si:40]([C:43]([CH3:46])([CH3:45])[CH3:44])([CH3:42])[CH3:41])[CH2:21][N:22]([CH2:30][CH2:31][C:32]2[CH:37]=[CH:36][C:35]([OH:38])=[CH:34][CH:33]=2)[C:23](=[O:29])[O:24][C:25]([CH3:28])([CH3:27])[CH3:26])=[C:13]2[C:18]=1[NH:17][C:16](=[O:19])[CH:15]=[CH:14]2)[C:2]1[CH:7]=[CH:6][CH:5]=[CH:4][CH:3]=1.C(N(CC)CC)C.[F:54][C:55]([F:75])([F:74])[S:56](N(C1C=CC(Cl)=CN=1)[S:56]([C:55]([F:75])([F:74])[F:54])(=[O:58])=[O:57])(=[O:58])=[O:57], predict the reaction product. The product is: [F:54][C:55]([F:75])([F:74])[S:56]([O:38][C:35]1[CH:36]=[CH:37][C:32]([CH2:31][CH2:30][N:22]([CH2:21][C@@H:20]([C:12]2[CH:11]=[CH:10][C:9]([O:8][CH2:1][C:2]3[CH:3]=[CH:4][CH:5]=[CH:6][CH:7]=3)=[C:18]3[C:13]=2[CH:14]=[CH:15][C:16](=[O:19])[NH:17]3)[O:39][Si:40]([C:43]([CH3:46])([CH3:45])[CH3:44])([CH3:41])[CH3:42])[C:23]([O:24][C:25]([CH3:26])([CH3:28])[CH3:27])=[O:29])=[CH:33][CH:34]=1)(=[O:58])=[O:57]. (4) Given the reactants [OH:1][C:2]1[CH:12]=[CH:11][C:5]([CH:6]=[CH:7][C:8]([OH:10])=[O:9])=[CH:4][CH:3]=1.[O:13]=[CH:14][C:15]1[CH:23]=[CH:22][C:20](O)=[C:17]([O:18][CH3:19])[CH:16]=1, predict the reaction product. The product is: [OH:1][C:2]1[CH:3]=[CH:4][C:5](/[CH:6]=[CH:7]/[C:8]([O:10][C:20]2[CH:22]=[CH:23][C:15]([CH:14]=[O:13])=[CH:16][C:17]=2[O:18][CH3:19])=[O:9])=[CH:11][CH:12]=1. (5) Given the reactants FC(F)(F)C(O)=O.[CH3:8][O:9][C:10](=[O:52])[CH2:11][C:12]1[CH:13]=[N:14][CH:15]=[C:16]([C:18]2[CH:23]=[CH:22][C:21]([C:24]([CH2:49][CH3:50])([C:27]3[CH:32]=[CH:31][C:30]([C:33]#[C:34][C:35]([O:44]COC)([C:40]([F:43])([F:42])[F:41])[C:36]([F:39])([F:38])[F:37])=[C:29]([CH3:48])[CH:28]=3)[CH2:25][CH3:26])=[CH:20][C:19]=2[CH3:51])[CH:17]=1.C(=O)(O)[O-].[Na+], predict the reaction product. The product is: [CH3:8][O:9][C:10](=[O:52])[CH2:11][C:12]1[CH:13]=[N:14][CH:15]=[C:16]([C:18]2[CH:23]=[CH:22][C:21]([C:24]([CH2:25][CH3:26])([C:27]3[CH:32]=[CH:31][C:30]([C:33]#[C:34][C:35]([OH:44])([C:36]([F:37])([F:39])[F:38])[C:40]([F:42])([F:43])[F:41])=[C:29]([CH3:48])[CH:28]=3)[CH2:49][CH3:50])=[CH:20][C:19]=2[CH3:51])[CH:17]=1. (6) Given the reactants Cl.Cl.[N:3]12[CH2:11][CH2:10][CH:7]([CH2:8][CH2:9]1)[NH:6][CH2:5][CH2:4]2.[CH3:12][O:13][C:14]1[C:19]2[O:20][CH2:21][C:22]3[C:26]([C:27](O)=[O:28])=[N:25][NH:24][C:23]=3[C:18]=2[CH:17]=[CH:16][CH:15]=1, predict the reaction product. The product is: [N:3]12[CH2:11][CH2:10][CH:7]([CH2:8][CH2:9]1)[N:6]([C:27]([C:26]1[C:22]3[CH2:21][O:20][C:19]4[C:14]([O:13][CH3:12])=[CH:15][CH:16]=[CH:17][C:18]=4[C:23]=3[NH:24][N:25]=1)=[O:28])[CH2:5][CH2:4]2. (7) Given the reactants C1([N:4]2[C:9](=[O:10])[C:8]([CH2:11]O)=[C:7](C)[C:6]([C:14]3[CH:19]=[CH:18][C:17]([O:20][CH3:21])=[C:16]([F:22])[CH:15]=3)=[N:5]2)CC1.C(Br)(Br)(Br)[Br:24].N1[CH:33]=[CH:32][CH:31]=[CH:30]C=1.C1(P(C2C=CC=CC=2)C2C=CC=CC=2)C=CC=CC=1, predict the reaction product. The product is: [Br:24][CH2:11][C:8]1[C:9](=[O:10])[N:4]([CH2:30][CH:31]2[CH2:33][CH2:32]2)[N:5]=[C:6]([C:14]2[CH:19]=[CH:18][C:17]([O:20][CH3:21])=[C:16]([F:22])[CH:15]=2)[CH:7]=1.